From a dataset of Catalyst prediction with 721,799 reactions and 888 catalyst types from USPTO. Predict which catalyst facilitates the given reaction. (1) Reactant: C([O:4][C:5]1[CH:13]=[C:12]([C:14]([O:16][CH2:17][CH3:18])=[O:15])[CH:11]=[C:10]2[C:6]=1[CH:7]=[CH:8][N:9]2[CH:19]1[CH2:21][CH2:20]1)(=O)C.C([O-])([O-])=O.[K+].[K+]. Product: [CH:19]1([N:9]2[C:10]3[C:6](=[C:5]([OH:4])[CH:13]=[C:12]([C:14]([O:16][CH2:17][CH3:18])=[O:15])[CH:11]=3)[CH:7]=[CH:8]2)[CH2:20][CH2:21]1. The catalyst class is: 14. (2) Reactant: [OH-].[Na+].[Cl:3][C:4]1[CH:27]=[C:26]([Cl:28])[CH:25]=[CH:24][C:5]=1[CH2:6][NH:7][N:8]1[C:12]2[CH:13]=[C:14]([C:17]([O:19]CC)=[O:18])[CH:15]=[CH:16][C:11]=2[N:10]([CH3:22])[C:9]1=[O:23].C(O)C.O1CCCC1. Product: [C:17]([C:14]1[CH:15]=[CH:16][C:11]2[N:10]([CH3:22])[C:9](=[O:23])[N:8]([NH:7][CH2:6][C:5]3[CH:24]=[CH:25][C:26]([Cl:28])=[CH:27][C:4]=3[Cl:3])[C:12]=2[CH:13]=1)([OH:19])=[O:18]. The catalyst class is: 6. (3) Reactant: Cl[C:2]1[N:10]=[C:9]2[C:5]([N:6]([CH2:18][C@H:19]3[CH2:24][CH2:23][C@H:22]([CH3:25])[CH2:21][CH2:20]3)[C:7]([N:11]3[CH2:16][CH2:15][O:14][CH2:13][C@H:12]3[CH3:17])=[N:8]2)=[C:4]([C:26]2[CH:31]=[CH:30][CH:29]=[C:28]([Cl:32])[CH:27]=2)[N:3]=1.[CH2:33]([O:35][CH:36]=[CH:37]B1OC(C)(C)C(C)(C)O1)[CH3:34].C([O-])([O-])=O.[Na+].[Na+].O1CCOCC1. Product: [Cl:32][C:28]1[CH:27]=[C:26]([C:4]2[N:3]=[C:2]([CH:34]=[CH:33][O:35][CH2:36][CH3:37])[N:10]=[C:9]3[C:5]=2[N:6]([CH2:18][C@H:19]2[CH2:24][CH2:23][C@H:22]([CH3:25])[CH2:21][CH2:20]2)[C:7]([N:11]2[CH2:16][CH2:15][O:14][CH2:13][C@H:12]2[CH3:17])=[N:8]3)[CH:31]=[CH:30][CH:29]=1. The catalyst class is: 103.